Dataset: Reaction yield outcomes from USPTO patents with 853,638 reactions. Task: Predict the reaction yield, written as a fraction of the theoretical maximum amount of product (1.0 means a 100% yield; for example, 0.34 means a 34% yield). (1) The reactants are [O:1]([C:8]1[CH:9]=[CH:10][C:11]([CH2:14][OH:15])=[N:12][CH:13]=1)[C:2]1[CH:7]=[CH:6][CH:5]=[CH:4][CH:3]=1.[O-2].[Mg+4].[O-2]. The catalyst is CC(C)=O. The product is [O:1]([C:8]1[CH:9]=[CH:10][C:11]([CH:14]=[O:15])=[N:12][CH:13]=1)[C:2]1[CH:3]=[CH:4][CH:5]=[CH:6][CH:7]=1. The yield is 0.740. (2) The reactants are Cl.[Cl:2][C:3]1[CH:4]=[C:5]2[C:9](=[CH:10][CH:11]=1)[NH:8][CH:7]=[C:6]2[CH2:12][CH2:13][NH2:14].CN(C([O:22][N:23]1N=N[C:25]2[CH:26]=[CH:27][CH:28]=N[C:24]1=2)=[N+](C)C)C.F[P-](F)(F)(F)(F)F.[CH:39](N(CC)C(C)C)([CH3:41])[CH3:40].[C:48](OCC)(=[O:50])C. The catalyst is CN(C=O)C.CCCCCCC. The product is [Cl:2][C:3]1[CH:4]=[C:5]2[C:9](=[CH:10][CH:11]=1)[NH:8][CH:7]=[C:6]2[CH2:12][CH2:13][NH:14][C:48]([C:24]1[CH:25]=[C:26]([CH:27]2[CH2:28][CH2:41][CH2:39][CH2:40]2)[O:22][N:23]=1)=[O:50]. The yield is 0.730. (3) The reactants are F[C:2]1[CH:3]=[C:4]([N+:8]([O-:10])=[O:9])[CH:5]=[CH:6][CH:7]=1.[NH:11]1[CH:15]=[C:14]([C:16]([O:18][CH3:19])=[O:17])[N:13]=[CH:12]1.C(=O)([O-])[O-].[K+].[K+].O. The catalyst is CN1C(=O)CCC1. The product is [N+:8]([C:4]1[CH:3]=[C:2]([N:11]2[CH:15]=[C:14]([C:16]([O:18][CH3:19])=[O:17])[N:13]=[CH:12]2)[CH:7]=[CH:6][CH:5]=1)([O-:10])=[O:9]. The yield is 0.580. (4) The reactants are [CH2:1]([N:8]1[CH:14]2[CH2:15][CH2:16][CH:9]1[CH:10]1[NH:17][CH:13]2[CH2:12][CH2:11]1)[C:2]1[CH:7]=[CH:6][CH:5]=[CH:4][CH:3]=1.Cl[CH:19]([C:33]1[CH:38]=[CH:37][CH:36]=[C:35]([O:39][CH3:40])[CH:34]=1)[C:20]1[CH:32]=[CH:31][C:23]([C:24]([N:26]([CH2:29][CH3:30])[CH2:27][CH3:28])=[O:25])=[CH:22][CH:21]=1.C(=O)([O-])[O-].[K+].[K+]. The catalyst is C(#N)C. The product is [CH2:1]([N:8]1[CH:9]2[CH:10]3[N:17]([CH:19]([C:33]4[CH:38]=[CH:37][CH:36]=[C:35]([O:39][CH3:40])[CH:34]=4)[C:20]4[CH:32]=[CH:31][C:23]([C:24]([N:26]([CH2:29][CH3:30])[CH2:27][CH3:28])=[O:25])=[CH:22][CH:21]=4)[CH:13]([CH:14]1[CH2:15][CH2:16]2)[CH2:12][CH2:11]3)[C:2]1[CH:3]=[CH:4][CH:5]=[CH:6][CH:7]=1. The yield is 0.520. (5) The reactants are [CH2:1]1[CH2:6][C@H:5]([C:7]([OH:9])=[O:8])[CH2:4][CH2:3][C@H:2]1[CH2:10][NH2:11].[CH3:12][CH:13]([CH3:33])[CH2:14][C:15]([O:17][CH:18]([O:22][C:23](ON1C(=O)CCC1=O)=[O:24])[CH:19]([CH3:21])[CH3:20])=[O:16]. The catalyst is CC(OC)(C)C.CC(C)=O.O. The product is [CH3:12][CH:13]([CH3:33])[CH2:14][C:15]([O:17][CH:18]([O:22][C:23]([NH:11][CH2:10][C@H:2]1[CH2:3][CH2:4][C@H:5]([C:7]([OH:9])=[O:8])[CH2:6][CH2:1]1)=[O:24])[CH:19]([CH3:20])[CH3:21])=[O:16]. The yield is 0.120. (6) The reactants are [CH3:1][O:2][C:3]([CH:5](O)[CH:6]=[CH2:7])=[O:4].[O:9]1C=[CH:13][CH2:12][CH2:11][CH2:10]1.ClCCl.[H-].[H-].[H-].[H-].[Li+].[Al+3]. The catalyst is CC1C=CC(S(O)(=O)=O)=CC=1.O.O. The product is [O:2]1[CH2:1][CH2:7][CH2:6][CH2:5][CH:3]1[O:4][CH:11]([CH:12]=[CH2:13])[CH2:10][OH:9]. The yield is 0.890.